Dataset: Full USPTO retrosynthesis dataset with 1.9M reactions from patents (1976-2016). Task: Predict the reactants needed to synthesize the given product. (1) Given the product [Cl:6][CH2:7][C:8]([N:1]1[CH2:5][CH2:4][CH2:3][CH2:2]1)=[O:9], predict the reactants needed to synthesize it. The reactants are: [NH:1]1[CH2:5][CH2:4][CH2:3][CH2:2]1.[Cl:6][CH2:7][C:8](Cl)=[O:9].[OH-].[Na+]. (2) Given the product [CH2:1]([O:8][C:9]1[CH:10]=[CH:11][C:12]2[C:13]3[N:22]([CH2:23][CH:24]4[CH2:29][CH2:28][O:27][CH2:26][CH2:25]4)[C:21]([CH2:30][NH:42][O:40][CH3:41])=[N:20][C:14]=3[C:15]([NH2:19])=[N:16][C:17]=2[CH:18]=1)[C:2]1[CH:7]=[CH:6][CH:5]=[CH:4][CH:3]=1, predict the reactants needed to synthesize it. The reactants are: [CH2:1]([O:8][C:9]1[CH:10]=[CH:11][C:12]2[C:13]3[N:22]([CH2:23][CH:24]4[CH2:29][CH2:28][O:27][CH2:26][CH2:25]4)[C:21]([CH2:30]Cl)=[N:20][C:14]=3[C:15]([NH2:19])=[N:16][C:17]=2[CH:18]=1)[C:2]1[CH:7]=[CH:6][CH:5]=[CH:4][CH:3]=1.C(N(CC)CC)C.Cl.[O:40]([NH2:42])[CH3:41]. (3) Given the product [CH3:9][C:6]1[CH:7]=[CH:8][C:2]2[C:12]3[N:11]4[CH2:18][CH2:17][CH:14]([CH2:15][CH2:16]4)[C:13]=3[NH:4][C:3]=2[CH:5]=1, predict the reactants needed to synthesize it. The reactants are: I[C:2]1[CH:8]=[CH:7][C:6]([CH3:9])=[CH:5][C:3]=1[NH2:4].Cl.[N:11]12[CH2:18][CH2:17][CH:14]([CH2:15][CH2:16]1)[C:13](=O)[CH2:12]2.N12CCN(CC1)CC2.S([O-])([O-])(=O)=O.[Mg+2].